Dataset: Catalyst prediction with 721,799 reactions and 888 catalyst types from USPTO. Task: Predict which catalyst facilitates the given reaction. (1) Reactant: [F:1][C:2]1[CH:7]=[C:6]([O:8][CH2:9][CH2:10][C@@H:11]2[CH2:13][C@@H:12]2[CH:14]2[CH2:19][CH2:18][N:17]([C:20]3[N:25]=[CH:24][C:23]([O:26][CH3:27])=[CH:22][N:21]=3)[CH2:16][CH2:15]2)[CH:5]=[CH:4][C:3]=1[CH2:28][C:29](O)=[O:30].O.ON1C2C=CC=CC=2N=N1.Cl.[OH:44][CH:45]1[CH2:48][NH:47][CH2:46]1.Cl.C(/N=N/CCCN(C)C)C.C(N(CC)CC)C. Product: [F:1][C:2]1[CH:7]=[C:6]([O:8][CH2:9][CH2:10][C@@H:11]2[CH2:13][C@@H:12]2[CH:14]2[CH2:15][CH2:16][N:17]([C:20]3[N:21]=[CH:22][C:23]([O:26][CH3:27])=[CH:24][N:25]=3)[CH2:18][CH2:19]2)[CH:5]=[CH:4][C:3]=1[CH2:28][C:29]([N:47]1[CH2:48][CH:45]([OH:44])[CH2:46]1)=[O:30]. The catalyst class is: 91. (2) The catalyst class is: 5. Reactant: [Cl:1][C:2]1[N:7]=[CH:6][C:5]([C:8]2[CH:9]=[CH:10][C:11]3[O:17][CH2:16][CH2:15][N:14](C(OC(C)(C)C)=O)[CH2:13][C:12]=3[CH:25]=2)=[CH:4][C:3]=1[NH:26][S:27]([CH3:30])(=[O:29])=[O:28].[ClH:31].O1CCOCC1. Product: [ClH:1].[ClH:31].[Cl:1][C:2]1[C:3]([NH:26][S:27]([CH3:30])(=[O:29])=[O:28])=[CH:4][C:5]([C:8]2[CH:9]=[CH:10][C:11]3[O:17][CH2:16][CH2:15][NH:14][CH2:13][C:12]=3[CH:25]=2)=[CH:6][N:7]=1. (3) Reactant: C[Si]([C:5]#[C:6][C:7]1[S:15][C:14]2[C:13]([Cl:16])=[N:12][CH:11]=[N:10][C:9]=2[CH:8]=1)(C)C.[F-].C([N+](CCCC)(CCCC)CCCC)CCC.O. Product: [C:6]([C:7]1[S:15][C:14]2[C:13]([Cl:16])=[N:12][CH:11]=[N:10][C:9]=2[CH:8]=1)#[CH:5]. The catalyst class is: 1.